The task is: Predict the reaction yield, written as a fraction of the theoretical maximum amount of product (1.0 means a 100% yield; for example, 0.34 means a 34% yield).. This data is from Reaction yield outcomes from USPTO patents with 853,638 reactions. (1) The reactants are N(C(=CC1SC=C(F)C=1)C(OCC)=O)=[N+]=[N-].[N:17]([C:20](=[CH:26][C:27]1[S:28][C:29]([F:32])=[CH:30][CH:31]=1)[C:21]([O:23][CH2:24][CH3:25])=[O:22])=[N+]=[N-].CCOC(C)=O.CCCCCCC.COC1C=CC(C=O)=CC=1. The catalyst is C1(C)C=CC=C(C)C=1. The product is [F:32][C:29]1[S:28][C:27]2[CH:26]=[C:20]([C:21]([O:23][CH2:24][CH3:25])=[O:22])[NH:17][C:31]=2[CH:30]=1. The yield is 0.0300. (2) The reactants are [CH3:1][O:2][C:3]([C@@H:5]1[CH2:9][C@@H:8]([SH:10])[CH2:7][N:6]1[C:11]([O:13][C:14]([CH3:17])([CH3:16])[CH3:15])=[O:12])=[O:4].CI.[C:20]([O-])(O)=O.[Na+]. The catalyst is CO. The product is [CH3:1][O:2][C:3]([C@@H:5]1[CH2:9][C@@H:8]([S:10][CH3:20])[CH2:7][N:6]1[C:11]([O:13][C:14]([CH3:17])([CH3:16])[CH3:15])=[O:12])=[O:4]. The yield is 0.690. (3) The reactants are Br[CH:2]1[CH2:7][CH2:6][N:5]([C:8]([O:10][C:11]([CH3:14])([CH3:13])[CH3:12])=[O:9])[CH2:4][CH2:3]1.C([O-])([O-])=O.[K+].[K+].[N:21]1[NH:22][C:23](=[O:27])[CH:24]=[CH:25][CH:26]=1.O. The catalyst is CN(C=O)C. The product is [O:27]=[C:23]1[N:22]([CH:2]2[CH2:7][CH2:6][N:5]([C:8]([O:10][C:11]([CH3:14])([CH3:13])[CH3:12])=[O:9])[CH2:4][CH2:3]2)[N:21]=[CH:26][CH:25]=[CH:24]1. The yield is 0.170. (4) The yield is 0.940. The product is [N:23]1([C:21]2[CH:20]=[CH:19][C:12]3[N:13]4[CH2:18][C@H:17]([CH2:16][CH2:15][CH2:14]4)[N:10]([C:8]([NH:7][C:4]4[CH:5]=[CH:6][N:1]=[CH:2][N:3]=4)=[O:9])[C:11]=3[N:22]=2)[CH2:29][CH2:28][CH2:27][NH:26][CH2:25][CH2:24]1. The reactants are [N:1]1[CH:6]=[CH:5][C:4]([NH:7][C:8]([N:10]2[C@@H:17]3[CH2:18][N:13]([CH2:14][CH2:15][CH2:16]3)[C:12]3[CH:19]=[CH:20][C:21]([N:23]4[CH2:29][CH2:28][CH2:27][N:26](C(OC(C)(C)C)=O)[CH2:25][CH2:24]4)=[N:22][C:11]2=3)=[O:9])=[N:3][CH:2]=1.O.C(=O)([O-])[O-].[K+].[K+]. The catalyst is Cl.CO.